This data is from Catalyst prediction with 721,799 reactions and 888 catalyst types from USPTO. The task is: Predict which catalyst facilitates the given reaction. (1) Product: [CH2:13]([C:9]1[CH:10]=[CH:11][CH:12]=[C:7]([CH2:5][CH3:6])[C:8]=1[C:15]1[CH:16]=[C:17]([O:29][CH3:30])[C:18]([C:21]([CH2:25][CH2:26][CH3:27])=[CH:22][CH2:23][CH3:24])=[CH:19][N:20]=1)[CH3:14]. The catalyst class is: 17. Reactant: O=S(Cl)Cl.[CH2:5]([C:7]1[CH:12]=[CH:11][CH:10]=[C:9]([CH2:13][CH3:14])[C:8]=1[C:15]1[N:20]=[CH:19][C:18]([C:21](O)([CH2:25][CH2:26][CH3:27])[CH2:22][CH2:23][CH3:24])=[C:17]([O:29][CH3:30])[CH:16]=1)[CH3:6]. (2) Reactant: [Cl:1][C:2]1[CH:7]=[CH:6][C:5]([CH:8]([NH:24][C:25]2[CH:30]=[C:29]([CH3:31])[C:28](=[O:32])[N:27]([CH3:33])[CH:26]=2)[C:9]2[C:10]([C:21]([OH:23])=O)=[N:11][N:12]([CH:18]3[CH2:20][CH2:19]3)[C:13]=2[C:14]([F:17])([F:16])[F:15])=[CH:4][CH:3]=1. Product: [Cl:1][C:2]1[CH:3]=[CH:4][C:5]([CH:8]2[C:9]3[C:10](=[N:11][N:12]([CH:18]4[CH2:20][CH2:19]4)[C:13]=3[C:14]([F:16])([F:17])[F:15])[C:21](=[O:23])[N:24]2[C:25]2[CH:30]=[C:29]([CH3:31])[C:28](=[O:32])[N:27]([CH3:33])[CH:26]=2)=[CH:6][CH:7]=1. The catalyst class is: 2.